From a dataset of hERG potassium channel inhibition data for cardiac toxicity prediction from Karim et al.. Regression/Classification. Given a drug SMILES string, predict its toxicity properties. Task type varies by dataset: regression for continuous values (e.g., LD50, hERG inhibition percentage) or binary classification for toxic/non-toxic outcomes (e.g., AMES mutagenicity, cardiotoxicity, hepatotoxicity). Dataset: herg_karim. (1) The compound is CNC(C)C1(c2ccc(Cl)c(Cl)c2)CCCCC1.Cl. The result is 0 (non-blocker). (2) The molecule is c1ccc(N2CCN(CC3CCCCN3)C2)cc1. The result is 0 (non-blocker).